From a dataset of Reaction yield outcomes from USPTO patents with 853,638 reactions. Predict the reaction yield, written as a fraction of the theoretical maximum amount of product (1.0 means a 100% yield; for example, 0.34 means a 34% yield). The reactants are C[C:2]([N:5]([CH2:9][C:10]1[CH:15]=[CH:14][C:13]([Cl:16])=[C:12]([NH:17][C:18]2[S:19]/[C:20](=[CH:24]\[C:25]3[CH:26]=[C:27]4[C:32](=[CH:33][CH:34]=3)[N:31]=[CH:30][CH:29]=[CH:28]4)/[C:21](=[O:23])[N:22]=2)[CH:11]=1)C(=O)[O-])(C)[CH3:3].CC(N(CC1C=CC(Cl)=C(NC2SCC(=O)N=2)C=1)[C:40](=O)[O-:41])(C)C.N1C2C(=CC(C=[O:69])=CC=2)C=CC=1.C([O-])(=O)C.[NH2+]1CCCCC1.C(O)C. The catalyst is C1(C)C=CC=CC=1. The product is [Cl:16][C:13]1[CH:14]=[CH:15][C:10]([CH2:9][NH:5][C:2](=[O:69])[CH2:3][O:41][CH3:40])=[CH:11][C:12]=1[NH:17][C:18]1[S:19]/[C:20](=[CH:24]\[C:25]2[CH:26]=[C:27]3[C:32](=[CH:33][CH:34]=2)[N:31]=[CH:30][CH:29]=[CH:28]3)/[C:21](=[O:23])[N:22]=1. The yield is 0.560.